The task is: Predict the reaction yield, written as a fraction of the theoretical maximum amount of product (1.0 means a 100% yield; for example, 0.34 means a 34% yield).. This data is from Reaction yield outcomes from USPTO patents with 853,638 reactions. (1) The reactants are [N+:1]([C:4]1[C:5]([NH:20][C@@H:21]([C:23]2[CH:28]=[CH:27][CH:26]=[CH:25][CH:24]=2)[CH3:22])=[N:6][C:7]([C:10]2[CH:19]=[CH:18][CH:17]=[C:16]3[C:11]=2[CH:12]=[CH:13][CH:14]=[N:15]3)=[CH:8][CH:9]=1)([O-])=O.ClC1N=C(N[C@@H](C2C=CC=CC=2)C)C([N+]([O-])=O)=CC=1.N1C2C(=C(B(O)O)C=CC=2)C=CC=1.[C:61](=O)([O-])[O-:62].[K+].[K+]. The catalyst is CN(C=O)C.O.C1C=CC([P]([Pd]([P](C2C=CC=CC=2)(C2C=CC=CC=2)C2C=CC=CC=2)([P](C2C=CC=CC=2)(C2C=CC=CC=2)C2C=CC=CC=2)[P](C2C=CC=CC=2)(C2C=CC=CC=2)C2C=CC=CC=2)(C2C=CC=CC=2)C2C=CC=CC=2)=CC=1. The product is [C:23]1([C@H:21]([N:20]2[C:5]3=[N:6][C:7]([C:10]4[CH:19]=[CH:18][CH:17]=[C:16]5[C:11]=4[CH:12]=[CH:13][CH:14]=[N:15]5)=[CH:8][CH:9]=[C:4]3[NH:1][C:61]2=[O:62])[CH3:22])[CH:28]=[CH:27][CH:26]=[CH:25][CH:24]=1. The yield is 0.740. (2) The reactants are [CH2:1]([O:3][C:4](=[O:34])[C:5]([OH:33])([CH3:32])[CH2:6][C:7]1[CH:12]=[CH:11][C:10]([O:13][CH2:14][CH2:15][CH:16]2[CH2:20][N:19]([CH2:21][C:22]3[CH:27]=[CH:26][C:25]([O:28][CH3:29])=[CH:24][CH:23]=3)[C:18](=[O:30])[N:17]2[CH3:31])=[CH:9][CH:8]=1)[CH3:2].[H-].[Na+].I[CH2:38][CH2:39][CH2:40][CH3:41].C1OCCOCCOCCOCCOCCOC1. The catalyst is CN(C=O)C.C(OCC)(=O)C. The product is [CH2:1]([O:3][C:4](=[O:34])[C:5]([O:33][CH2:38][CH2:39][CH2:40][CH3:41])([CH3:32])[CH2:6][C:7]1[CH:8]=[CH:9][C:10]([O:13][CH2:14][CH2:15][CH:16]2[CH2:20][N:19]([CH2:21][C:22]3[CH:23]=[CH:24][C:25]([O:28][CH3:29])=[CH:26][CH:27]=3)[C:18](=[O:30])[N:17]2[CH3:31])=[CH:11][CH:12]=1)[CH3:2]. The yield is 0.650. (3) The reactants are Br[CH2:2][C:3]([C:5]1[CH:10]=[CH:9][C:8]([F:11])=[CH:7][CH:6]=1)=O.[NH2:12][C:13]1[CH:20]=[CH:19][C:16]([C:17]#[N:18])=[CH:15][N:14]=1. The catalyst is O1CCOCC1. The product is [F:11][C:8]1[CH:9]=[CH:10][C:5]([C:3]2[N:12]=[C:13]3[CH:20]=[CH:19][C:16]([C:17]#[N:18])=[CH:15][N:14]3[CH:2]=2)=[CH:6][CH:7]=1. The yield is 0.460. (4) The reactants are [C:1]([O:5][C:6]([CH:8]1[CH2:12][CH:11]([OH:13])[CH2:10][CH:9]1[C:14](=[O:26])[NH:15][C:16]1([C:21]([O:23][CH2:24][CH3:25])=[O:22])[CH2:18][CH:17]1[CH:19]=[CH2:20])=[O:7])([CH3:4])([CH3:3])[CH3:2].O[C:28]1[C:37]2[C:32](=[C:33]([CH3:40])[C:34]([O:38][CH3:39])=[CH:35][CH:36]=2)[N:31]=[C:30]([C:41]2[CH:46]=[CH:45][CH:44]=[C:43]([CH3:47])[N:42]=2)[CH:29]=1.C1(P(C2C=CC=CC=2)C2C=CC=CC=2)C=CC=CC=1.CC(OC(/N=N/C(OC(C)C)=O)=O)C. The catalyst is C1COCC1. The product is [C:1]([O:5][C:6]([CH:8]1[CH2:12][CH:11]([O:13][C:28]2[C:37]3[C:32](=[C:33]([CH3:40])[C:34]([O:38][CH3:39])=[CH:35][CH:36]=3)[N:31]=[C:30]([C:41]3[CH:46]=[CH:45][CH:44]=[C:43]([CH3:47])[N:42]=3)[CH:29]=2)[CH2:10][CH:9]1[C:14](=[O:26])[NH:15][C:16]1([C:21]([O:23][CH2:24][CH3:25])=[O:22])[CH2:18][CH:17]1[CH:19]=[CH2:20])=[O:7])([CH3:4])([CH3:2])[CH3:3]. The yield is 0.880. (5) The reactants are [OH:1][C@H:2]1[CH2:7][CH2:6][C@H:5]([N:8]2[C:13](=[O:14])[C:12]([CH2:15][C:16]3[CH:21]=[CH:20][C:19]([C:22]4[C:23]([C:28]#[N:29])=[CH:24][CH:25]=[CH:26][CH:27]=4)=[CH:18][CH:17]=3)=[C:11]([CH2:30][CH2:31][CH3:32])[N:10]3[N:33]=[C:34]([CH3:36])[N:35]=[C:9]23)[CH2:4][CH2:3]1.[CH3:37][S:38]([CH3:40])=O.C(OC(=O)C)(=O)C. The catalyst is O. The product is [CH3:36][C:34]1[N:35]=[C:9]2[N:8]([C@H:5]3[CH2:6][CH2:7][C@H:2]([O:1][CH2:37][S:38][CH3:40])[CH2:3][CH2:4]3)[C:13](=[O:14])[C:12]([CH2:15][C:16]3[CH:21]=[CH:20][C:19]([C:22]4[C:23]([C:28]#[N:29])=[CH:24][CH:25]=[CH:26][CH:27]=4)=[CH:18][CH:17]=3)=[C:11]([CH2:30][CH2:31][CH3:32])[N:10]2[N:33]=1. The yield is 0.490.